Dataset: Full USPTO retrosynthesis dataset with 1.9M reactions from patents (1976-2016). Task: Predict the reactants needed to synthesize the given product. (1) Given the product [N+:1]([C:4]1[CH:5]=[CH:6][C:7]2[O:12][C@:11]([CH3:18])([CH:13]([O:16][CH3:17])[O:14][CH3:15])[C@H:10]([OH:19])[C@@H:9]([N:30]([C:23]3[C:24]([CH3:29])=[CH:25][C:26]([CH3:28])=[CH:27][C:22]=3[CH3:21])[CH2:31][C:32]3[N:33]=[N:34][N:35]([CH3:37])[N:36]=3)[C:8]=2[CH:20]=1)([O-:3])=[O:2], predict the reactants needed to synthesize it. The reactants are: [N+:1]([C:4]1[CH:5]=[CH:6][C:7]2[O:12][C@:11]([CH3:18])([CH:13]([O:16][CH3:17])[O:14][CH3:15])[C@@H:10]3[O:19][C@@H:9]3[C:8]=2[CH:20]=1)([O-:3])=[O:2].[CH3:21][C:22]1[CH:27]=[C:26]([CH3:28])[CH:25]=[C:24]([CH3:29])[C:23]=1[NH:30][CH2:31][C:32]1[N:33]=[N:34][N:35]([CH3:37])[N:36]=1. (2) The reactants are: [CH:1]([S:14][CH2:15][CH2:16][NH:17][C:18](=[O:32])[CH2:19][N:20]1[CH2:29][CH2:28][C:27]2[C:22](=[C:23]([O:30][CH3:31])[CH:24]=[CH:25][CH:26]=2)[CH2:21]1)([C:8]1[CH:13]=[CH:12][CH:11]=[CH:10][CH:9]=1)[C:2]1[CH:7]=[CH:6][CH:5]=[CH:4][CH:3]=1.C1C=C(Cl)C=C(C(OO)=[O:41])C=1. Given the product [C:2]1([CH:1]([C:8]2[CH:9]=[CH:10][CH:11]=[CH:12][CH:13]=2)[S:14]([CH2:15][CH2:16][NH:17][C:18](=[O:32])[CH2:19][N:20]2[CH2:29][CH2:28][C:27]3[C:22](=[C:23]([O:30][CH3:31])[CH:24]=[CH:25][CH:26]=3)[CH2:21]2)=[O:41])[CH:7]=[CH:6][CH:5]=[CH:4][CH:3]=1, predict the reactants needed to synthesize it. (3) Given the product [C:1]([O:5][C:6]([N:7]([CH3:8])[C@@H:9]([C@H:10]([CH3:18])[CH2:11][O:12][C@H:13]1[CH2:17][CH2:16][O:15][CH2:14]1)[C:19]([OH:20])=[O:27])=[O:24])([CH3:2])([CH3:3])[CH3:4], predict the reactants needed to synthesize it. The reactants are: [C:1]([O:5][C:6](=[O:24])[N:7]([C@H:9]([C:19]1[O:20]C=CC=1)[C@H:10]([CH3:18])[CH2:11][O:12][C@H:13]1[CH2:17][CH2:16][O:15][CH2:14]1)[CH3:8])([CH3:4])([CH3:3])[CH3:2].CC[O:27]C(C)=O.CCCCCCC.O.